This data is from Reaction yield outcomes from USPTO patents with 853,638 reactions. The task is: Predict the reaction yield, written as a fraction of the theoretical maximum amount of product (1.0 means a 100% yield; for example, 0.34 means a 34% yield). The reactants are [CH:1]([Si:4]([CH:18]([CH3:20])[CH3:19])([CH:15]([CH3:17])[CH3:16])[O:5][CH2:6][CH2:7][C:8]1[S:12][CH:11]=[N:10][C:9]=1[CH2:13][OH:14])([CH3:3])[CH3:2].N1C=CN=C1.[Si:26](Cl)([C:29]([CH3:32])([CH3:31])[CH3:30])([CH3:28])[CH3:27]. The catalyst is C(Cl)Cl. The product is [Si:26]([O:14][CH2:13][C:9]1[N:10]=[CH:11][S:12][C:8]=1[CH2:7][CH2:6][O:5][Si:4]([CH:15]([CH3:17])[CH3:16])([CH:1]([CH3:2])[CH3:3])[CH:18]([CH3:20])[CH3:19])([C:29]([CH3:32])([CH3:31])[CH3:30])([CH3:28])[CH3:27]. The yield is 0.730.